From a dataset of Peptide-MHC class I binding affinity with 185,985 pairs from IEDB/IMGT. Regression. Given a peptide amino acid sequence and an MHC pseudo amino acid sequence, predict their binding affinity value. This is MHC class I binding data. The peptide sequence is IMSIGFEAR. The MHC is HLA-A68:01 with pseudo-sequence HLA-A68:01. The binding affinity (normalized) is 0.501.